This data is from Forward reaction prediction with 1.9M reactions from USPTO patents (1976-2016). The task is: Predict the product of the given reaction. Given the reactants [OH:1][C:2]1[N:3]=[C:4]([C:24]([N:26]([CH3:28])[CH3:27])=[O:25])[C:5]2[CH2:6][CH2:7][N:8]([CH2:15][C:16]3[CH:21]=[CH:20][C:19]([O:22][CH3:23])=[CH:18][CH:17]=3)[C:9](=[O:14])[C:10]=2[C:11]=1[O:12][CH3:13].[CH3:29][O-].C[O-].[Mg+2].CO.IC, predict the reaction product. The product is: [CH3:13][O:12][C:11]1[C:2](=[O:1])[N:3]([CH3:29])[C:4]([C:24]([N:26]([CH3:28])[CH3:27])=[O:25])=[C:5]2[C:10]=1[C:9](=[O:14])[N:8]([CH2:15][C:16]1[CH:21]=[CH:20][C:19]([O:22][CH3:23])=[CH:18][CH:17]=1)[CH2:7][CH2:6]2.